Dataset: Full USPTO retrosynthesis dataset with 1.9M reactions from patents (1976-2016). Task: Predict the reactants needed to synthesize the given product. Given the product [C:15]([C:11]1([C:18]2[CH:25]=[CH:24][C:21]([C:22]#[N:23])=[CH:20][CH:19]=2)[CH2:14][CH2:13][CH2:12]1)#[N:16], predict the reactants needed to synthesize it. The reactants are: C[Si]([N-][Si](C)(C)C)(C)C.[K+].[CH:11]1([C:15]#[N:16])[CH2:14][CH2:13][CH2:12]1.F[C:18]1[CH:25]=[CH:24][C:21]([C:22]#[N:23])=[CH:20][CH:19]=1.Cl.